Dataset: Catalyst prediction with 721,799 reactions and 888 catalyst types from USPTO. Task: Predict which catalyst facilitates the given reaction. (1) Reactant: [OH:1][CH2:2][CH:3]([CH2:5][OH:6])[OH:4].[C:7]1([C:13]([C:21]2[CH:26]=[CH:25][CH:24]=[CH:23][CH:22]=2)([C:15]2[CH:20]=[CH:19][CH:18]=[CH:17][CH:16]=2)Cl)[CH:12]=[CH:11][CH:10]=[CH:9][CH:8]=1.O. Product: [OH:1][CH2:2][CH:3]([OH:4])[CH2:5][O:6][C:13]([C:7]1[CH:12]=[CH:11][CH:10]=[CH:9][CH:8]=1)([C:21]1[CH:22]=[CH:23][CH:24]=[CH:25][CH:26]=1)[C:15]1[CH:16]=[CH:17][CH:18]=[CH:19][CH:20]=1. The catalyst class is: 17. (2) Reactant: [Br:1][C:2]1[CH:10]=[CH:9][C:5]([CH2:6][CH2:7][OH:8])=[CH:4][CH:3]=1.C(N(CC)C(C)C)(C)C.[CH2:20]([N:22]=[C:23]=[O:24])[CH3:21]. Product: [CH2:20]([NH:22][C:23]([O:8][CH2:7][CH2:6][C:5]1[CH:9]=[CH:10][C:2]([Br:1])=[CH:3][CH:4]=1)=[O:24])[CH3:21]. The catalyst class is: 4. (3) Reactant: Cl[C:2]1[C:3]([NH:16][CH2:17][CH:18]2[CH2:23][CH2:22][O:21][CH2:20][CH2:19]2)=[N:4][C:5]([C:8]2[C:13]([Cl:14])=[CH:12][N:11]=[C:10]([F:15])[CH:9]=2)=[CH:6][N:7]=1.[CH2:24](B(O)O)[CH3:25].C(=O)([O-])[O-].[Na+].[Na+].C(Cl)Cl. Product: [Cl:14][C:13]1[C:8]([C:5]2[N:4]=[C:3]([NH:16][CH2:17][CH:18]3[CH2:23][CH2:22][O:21][CH2:20][CH2:19]3)[C:2]([CH2:24][CH3:25])=[N:7][CH:6]=2)=[CH:9][C:10]([F:15])=[N:11][CH:12]=1. The catalyst class is: 438. (4) The catalyst class is: 13. Reactant: Cl[C:2]1[C:7]([Cl:8])=[N:6][CH:5]=[CH:4][N:3]=1.[NH2:9][CH2:10][CH:11]1[CH2:16][CH2:15][N:14]([C:17]([O:19][CH2:20][C:21]2[CH:26]=[CH:25][C:24]([F:27])=[CH:23][CH:22]=2)=[O:18])[CH2:13][CH2:12]1. Product: [F:27][C:24]1[CH:25]=[CH:26][C:21]([CH2:20][O:19][C:17]([N:14]2[CH2:15][CH2:16][CH:11]([CH2:10][NH:9][C:2]3[C:7]([Cl:8])=[N:6][CH:5]=[CH:4][N:3]=3)[CH2:12][CH2:13]2)=[O:18])=[CH:22][CH:23]=1. (5) Reactant: Br[C:2]1[S:6][C:5]([C:7]([O:9][CH3:10])=[O:8])=[C:4]([NH:11][CH2:12][C:13]2[CH:18]=[CH:17][C:16]([CH3:19])=[CH:15][CH:14]=2)[CH:3]=1.CC1(C)C(C)(C)OB([C:28]2[CH:33]=[CH:32][C:31]([CH2:34][OH:35])=[CH:30][CH:29]=2)O1.C([O-])([O-])=O.[Na+].[Na+]. Product: [OH:35][CH2:34][C:31]1[CH:32]=[CH:33][C:28]([C:2]2[S:6][C:5]([C:7]([O:9][CH3:10])=[O:8])=[C:4]([NH:11][CH2:12][C:13]3[CH:18]=[CH:17][C:16]([CH3:19])=[CH:15][CH:14]=3)[CH:3]=2)=[CH:29][CH:30]=1. The catalyst class is: 128. (6) The catalyst class is: 1. Reactant: [Cl:1][C:2]1[CH:24]=[C:23]([CH2:25][N:26]2[CH2:31][CH2:30][N:29]([S:32]([CH3:35])(=[O:34])=[O:33])[CH2:28][CH2:27]2)[CH:22]=[CH:21][C:3]=1[O:4][CH:5]1[CH2:10][CH2:9][N:8]([C:11]2[N:16]=[CH:15][C:14]([C:17]([O:19]C)=[O:18])=[CH:13][N:12]=2)[CH2:7][CH2:6]1.[Li+].[OH-]. Product: [Cl:1][C:2]1[CH:24]=[C:23]([CH2:25][N:26]2[CH2:31][CH2:30][N:29]([S:32]([CH3:35])(=[O:34])=[O:33])[CH2:28][CH2:27]2)[CH:22]=[CH:21][C:3]=1[O:4][CH:5]1[CH2:10][CH2:9][N:8]([C:11]2[N:16]=[CH:15][C:14]([C:17]([OH:19])=[O:18])=[CH:13][N:12]=2)[CH2:7][CH2:6]1. (7) Reactant: [CH3:1][C:2]1[N:11]=[C:10]([OH:12])[C:9]2[CH2:8][CH2:7][C@H:6]3[C@H:13]([CH3:21])[C:14]4([CH2:19][CH2:20][C@:5]3([C:22]3[CH:27]=[CH:26][CH:25]=[CH:24][CH:23]=3)[C:4]=2[N:3]=1)OCC[O:15]4.Cl. Product: [OH:12][C:10]1[C:9]2[CH2:8][CH2:7][C@H:6]3[C@H:13]([CH3:21])[C:14](=[O:15])[CH2:19][CH2:20][C@:5]3([C:22]3[CH:23]=[CH:24][CH:25]=[CH:26][CH:27]=3)[C:4]=2[N:3]=[C:2]([CH3:1])[N:11]=1. The catalyst class is: 7. (8) Reactant: [H-].[Na+].[C:3]([CH:5]([CH:10]([C:21]1[CH:26]=[CH:25][CH:24]=[CH:23][C:22]=1[O:27][CH3:28])[C:11]1[C:20]2[C:15](=[CH:16][CH:17]=[CH:18][CH:19]=2)[CH:14]=[CH:13][CH:12]=1)[C:6]([O:8][CH3:9])=[O:7])#[N:4].Cl.[CH3:30][N:31]([CH3:35])[CH2:32][CH2:33]Cl. Product: [C:3]([C@@:5]([C@H:10]([C:21]1[CH:26]=[CH:25][CH:24]=[CH:23][C:22]=1[O:27][CH3:28])[C:11]1[C:20]2[C:15](=[CH:16][CH:17]=[CH:18][CH:19]=2)[CH:14]=[CH:13][CH:12]=1)([CH2:33][CH2:32][N:31]([CH3:35])[CH3:30])[C:6]([O:8][CH3:9])=[O:7])#[N:4]. The catalyst class is: 3. (9) Product: [NH2:12][C:2](=[O:11])[CH2:3][CH2:4][CH2:5][CH2:6][C:7]([O:9][CH3:10])=[O:8]. The catalyst class is: 1. Reactant: Cl[C:2](=[O:11])[CH2:3][CH2:4][CH2:5][CH2:6][C:7]([O:9][CH3:10])=[O:8].[NH3:12].